This data is from Catalyst prediction with 721,799 reactions and 888 catalyst types from USPTO. The task is: Predict which catalyst facilitates the given reaction. (1) Reactant: [CH:1]1([C:7]2[C:15]3[C:10](=[CH:11][C:12]([C:16](O)=[O:17])=[CH:13][CH:14]=3)[N:9]([CH2:19][C:20]([N:22]([CH3:24])[CH3:23])=[O:21])[C:8]=2[C:25]2[CH:30]=[CH:29][CH:28]=[CH:27][CH:26]=2)[CH2:6][CH2:5][CH2:4][CH2:3][CH2:2]1.C(Cl)(=O)C(Cl)=O.CN(C=O)C.[C:42]1([CH2:48][S:49]([NH2:52])(=[O:51])=[O:50])[CH:47]=[CH:46][CH:45]=[CH:44][CH:43]=1. Product: [CH2:48]([S:49]([NH:52][C:16]([C:12]1[CH:11]=[C:10]2[C:15]([C:7]([CH:1]3[CH2:6][CH2:5][CH2:4][CH2:3][CH2:2]3)=[C:8]([C:25]3[CH:30]=[CH:29][CH:28]=[CH:27][CH:26]=3)[N:9]2[CH2:19][C:20]([N:22]([CH3:24])[CH3:23])=[O:21])=[CH:14][CH:13]=1)=[O:17])(=[O:50])=[O:51])[C:42]1[CH:43]=[CH:44][CH:45]=[CH:46][CH:47]=1. The catalyst class is: 64. (2) Reactant: [OH:1][C:2]1[CH:7]=[CH:6][C:5]([C:8]2[CH:9]=[C:10]3[C:14](=[CH:15][CH:16]=2)[C:13](=[O:17])[CH2:12][CH2:11]3)=[CH:4][CH:3]=1.Br[CH2:19][CH:20]1[CH2:25][CH2:24][CH2:23][CH2:22][CH2:21]1.C(=O)([O-])[O-].[K+].[K+]. Product: [CH:20]1([CH2:19][O:1][C:2]2[CH:3]=[CH:4][C:5]([C:8]3[CH:9]=[C:10]4[C:14](=[CH:15][CH:16]=3)[C:13](=[O:17])[CH2:12][CH2:11]4)=[CH:6][CH:7]=2)[CH2:25][CH2:24][CH2:23][CH2:22][CH2:21]1. The catalyst class is: 115.